From a dataset of Peptide-MHC class II binding affinity with 134,281 pairs from IEDB. Regression. Given a peptide amino acid sequence and an MHC pseudo amino acid sequence, predict their binding affinity value. This is MHC class II binding data. (1) The binding affinity (normalized) is 0.940. The MHC is DRB1_0802 with pseudo-sequence DRB1_0802. The peptide sequence is AFKVAATAANAAKAN. (2) The peptide sequence is NKEVDRLMSMKSIQK. The MHC is DRB1_0802 with pseudo-sequence DRB1_0802. The binding affinity (normalized) is 0. (3) The peptide sequence is GHGCAQPAMERRKHI. The MHC is HLA-DQA10301-DQB10302 with pseudo-sequence HLA-DQA10301-DQB10302. The binding affinity (normalized) is 0.241. (4) The peptide sequence is SLGKMVHQIFGSAYT. The MHC is DRB1_1501 with pseudo-sequence DRB1_1501. The binding affinity (normalized) is 0.835. (5) The peptide sequence is GELQIVDPIDAAFKI. The MHC is DRB3_0101 with pseudo-sequence DRB3_0101. The binding affinity (normalized) is 0.447. (6) The MHC is H-2-IAb with pseudo-sequence H-2-IAb. The binding affinity (normalized) is 0.313. The peptide sequence is SLINSMKTSFSSRLL. (7) The peptide sequence is KTLGVNMVRRGVRSL. The MHC is DRB1_0801 with pseudo-sequence DRB1_0801. The binding affinity (normalized) is 0.580. (8) The peptide sequence is RSHDVLTVQFLILGM. The MHC is DRB4_0103 with pseudo-sequence DRB4_0103. The binding affinity (normalized) is 0.485. (9) The peptide sequence is KEVSGVKGFTLGRDG. The MHC is DRB1_0901 with pseudo-sequence DRB1_0901. The binding affinity (normalized) is 0.522.